From a dataset of Forward reaction prediction with 1.9M reactions from USPTO patents (1976-2016). Predict the product of the given reaction. (1) The product is: [O:27]=[C:25]1[CH:26]=[C:3]([C:2]([F:13])([F:12])[F:1])[O:33][C:32]2[C:31]([C:34]([O:36][CH3:37])=[O:35])=[CH:30][S:29][C:28]1=2. Given the reactants [F:1][C:2]([F:13])([F:12])[C:3](O[C:3](=O)[C:2]([F:13])([F:12])[F:1])=O.N12CCCN=C1CCCCC2.[C:25]([C:28]1[S:29][CH:30]=[C:31]([C:34]([O:36][CH3:37])=[O:35])[C:32]=1[OH:33])(=[O:27])[CH3:26].Cl, predict the reaction product. (2) Given the reactants Cl[C:2]([C:4]1[CH:5]=[C:6]([CH:18]=[CH:19][CH:20]=1)[CH2:7][S:8][CH2:9][CH2:10][C:11]([O:13][C:14]([CH3:17])([CH3:16])[CH3:15])=[O:12])=[O:3].N1C=CC=CC=1.[NH2:27][C:28]1[CH:49]=[CH:48][C:47]([Cl:50])=[CH:46][C:29]=1[C:30]([NH:32][C:33]1[CH:37]=[CH:36][N:35]([C:38]2[CH:43]=[CH:42][C:41]([CH3:44])=[C:40]([CH3:45])[CH:39]=2)[N:34]=1)=[O:31], predict the reaction product. The product is: [Cl:50][C:47]1[CH:48]=[CH:49][C:28]([NH:27][C:2]([C:4]2[CH:5]=[C:6]([CH:18]=[CH:19][CH:20]=2)[CH2:7][S:8][CH2:9][CH2:10][C:11]([O:13][C:14]([CH3:17])([CH3:16])[CH3:15])=[O:12])=[O:3])=[C:29]([C:30](=[O:31])[NH:32][C:33]2[CH:37]=[CH:36][N:35]([C:38]3[CH:43]=[CH:42][C:41]([CH3:44])=[C:40]([CH3:45])[CH:39]=3)[N:34]=2)[CH:46]=1. (3) Given the reactants C(S)C(C)C.[C:6]([S:14][C:15]([CH3:18])([CH3:17])[CH3:16])(=[O:13])[C:7]1[CH:12]=[CH:11][CH:10]=[CH:9][CH:8]=1.C(Cl)(=O)C1C=CC=CC=1, predict the reaction product. The product is: [C:6]([S:14][C:15]([CH3:18])([CH3:17])[CH3:16])(=[O:13])[C:7]1[CH:12]=[CH:11][CH:10]=[CH:9][CH:8]=1.